From a dataset of Full USPTO retrosynthesis dataset with 1.9M reactions from patents (1976-2016). Predict the reactants needed to synthesize the given product. (1) Given the product [Cl-:16].[CH3:1][N+:2]([CH3:3])=[CH:7][C:6]1[CH:9]=[CH:10][CH:11]=[CH:12][C:5]=1[CH3:4], predict the reactants needed to synthesize it. The reactants are: [CH3:1][NH:2][CH3:3].[CH3:4][C:5]1[CH:12]=[CH:11][CH:10]=[CH:9][C:6]=1[CH:7]=O.C([Cl:16])(=O)C. (2) Given the product [CH3:3][CH:2]([O:4][C:5]1[CH:10]=[CH:9][N:8]=[C:7]([NH:11][CH2:12][CH2:13][CH2:14][O:15][C:16]2[CH:17]=[CH:18][C:19]3[CH2:25][C@@H:24]([CH2:26][C:27]([OH:29])=[O:28])[C:23]4[CH:33]=[CH:34][CH:35]=[CH:36][C:22]=4[CH2:21][C:20]=3[CH:37]=2)[CH:6]=1)[CH3:1], predict the reactants needed to synthesize it. The reactants are: [CH3:1][CH:2]([O:4][C:5]1[CH:10]=[CH:9][N:8]=[C:7]([NH:11][CH2:12][CH2:13][CH2:14][O:15][C:16]2[CH:17]=[CH:18][C:19]3[CH2:25][C@@H:24]([CH2:26][C:27]([O:29]C(C)C)=[O:28])[C:23]4[CH:33]=[CH:34][CH:35]=[CH:36][C:22]=4[CH2:21][C:20]=3[CH:37]=2)[CH:6]=1)[CH3:3].CC1C=CN=C(NCCCOC2C=CC3C[C@@H](CC(OCC)=O)C4C=CC=CC=4CC=3C=2)C=1.